Dataset: CYP1A2 inhibition data for predicting drug metabolism from PubChem BioAssay. Task: Regression/Classification. Given a drug SMILES string, predict its absorption, distribution, metabolism, or excretion properties. Task type varies by dataset: regression for continuous measurements (e.g., permeability, clearance, half-life) or binary classification for categorical outcomes (e.g., BBB penetration, CYP inhibition). Dataset: cyp1a2_veith. (1) The molecule is CC[C@]1(OC(=O)CN)C(=O)OCc2c1cc1n(c2=O)Cc2cc3ccccc3nc2-1.Cl. The result is 0 (non-inhibitor). (2) The drug is Cc1c(C)c2c(c(C)c1O)CC[C@@](C)(CN1CCN(c3cc(N4CCCC4)nc(N4CCCC4)n3)CC1)O2. The result is 0 (non-inhibitor). (3) The compound is C[C@@H]1CC[C@@H]2N(C1)C[C@@H]1[C@@]3(O)C[C@@]45O[C@]6(O)[C@@H](O)CC[C@@]4(C)[C@H]6CC[C@@H]5[C@@]3(O)C[C@@H](O)[C@@]1(O)[C@@]2(C)O. The result is 0 (non-inhibitor).